From a dataset of NCI-60 drug combinations with 297,098 pairs across 59 cell lines. Regression. Given two drug SMILES strings and cell line genomic features, predict the synergy score measuring deviation from expected non-interaction effect. (1) Drug 1: CNC(=O)C1=CC=CC=C1SC2=CC3=C(C=C2)C(=NN3)C=CC4=CC=CC=N4. Drug 2: CC1=C(C(CCC1)(C)C)C=CC(=CC=CC(=CC(=O)O)C)C. Cell line: SN12C. Synergy scores: CSS=19.0, Synergy_ZIP=-0.462, Synergy_Bliss=2.97, Synergy_Loewe=4.99, Synergy_HSA=5.29. (2) Drug 1: CC(CN1CC(=O)NC(=O)C1)N2CC(=O)NC(=O)C2. Drug 2: C1CN1P(=S)(N2CC2)N3CC3. Cell line: 786-0. Synergy scores: CSS=7.39, Synergy_ZIP=-5.83, Synergy_Bliss=-1.57, Synergy_Loewe=-1.96, Synergy_HSA=0.0500. (3) Drug 1: CCC1=C2CN3C(=CC4=C(C3=O)COC(=O)C4(CC)O)C2=NC5=C1C=C(C=C5)O. Drug 2: CC1CCC2CC(C(=CC=CC=CC(CC(C(=O)C(C(C(=CC(C(=O)CC(OC(=O)C3CCCCN3C(=O)C(=O)C1(O2)O)C(C)CC4CCC(C(C4)OC)OCCO)C)C)O)OC)C)C)C)OC. Cell line: KM12. Synergy scores: CSS=26.2, Synergy_ZIP=-7.15, Synergy_Bliss=-4.32, Synergy_Loewe=-38.7, Synergy_HSA=-2.14.